The task is: Predict which catalyst facilitates the given reaction.. This data is from Catalyst prediction with 721,799 reactions and 888 catalyst types from USPTO. (1) Reactant: [NH2:1][C:2]1[C:7]2=[C:8]([C:14]3[CH:19]=[CH:18][C:17]([NH:20][C:21]([NH:23][C:24]4[CH:29]=[CH:28][CH:27]=[C:26]([C:30]([F:33])([F:32])[F:31])[N:25]=4)=[O:22])=[CH:16][CH:15]=3)[CH:9]=[C:10]([C:11](O)=[O:12])[N:6]2[N:5]=[CH:4][N:3]=1.[F:34][C:35]([F:39])([F:38])[CH2:36][NH2:37].F[P-](F)(F)(F)(F)F.N1(O[P+](N(C)C)(N(C)C)N(C)C)C2C=CC=CC=2N=N1.CN1CCOCC1. Product: [NH2:1][C:2]1[C:7]2=[C:8]([C:14]3[CH:15]=[CH:16][C:17]([NH:20][C:21]([NH:23][C:24]4[CH:29]=[CH:28][CH:27]=[C:26]([C:30]([F:32])([F:33])[F:31])[N:25]=4)=[O:22])=[CH:18][CH:19]=3)[CH:9]=[C:10]([C:11]([NH:37][CH2:36][C:35]([F:39])([F:38])[F:34])=[O:12])[N:6]2[N:5]=[CH:4][N:3]=1. The catalyst class is: 3. (2) The catalyst class is: 35. Reactant: [CH3:1][C:2]1[C:3]([N:9]2[CH2:14][CH2:13][NH:12][CH2:11][CH2:10]2)=[N:4][CH:5]=[C:6]([CH3:8])[CH:7]=1.[Br:15][C:16]1[CH:24]=[CH:23][C:19]([C:20](O)=[O:21])=[CH:18][C:17]=1[F:25].ON1C2C=CC=CC=2N=N1.Cl.C(N=C=NCCCN(C)C)C. Product: [Br:15][C:16]1[CH:24]=[CH:23][C:19]([C:20]([N:12]2[CH2:11][CH2:10][N:9]([C:3]3[C:2]([CH3:1])=[CH:7][C:6]([CH3:8])=[CH:5][N:4]=3)[CH2:14][CH2:13]2)=[O:21])=[CH:18][C:17]=1[F:25].